Dataset: Reaction yield outcomes from USPTO patents with 853,638 reactions. Task: Predict the reaction yield, written as a fraction of the theoretical maximum amount of product (1.0 means a 100% yield; for example, 0.34 means a 34% yield). (1) The reactants are [CH3:1][N:2]1[CH2:7][CH2:6][N:5]([C:8]([O:10][C@@H:11]2[N:20]([C:21]3[CH:26]=[CH:25][C:24]([Cl:27])=[CH:23][N:22]=3)[C:18](=[O:19])[C:17]3[C:12]2=[N:13][CH:14]=[CH:15][N:16]=3)=[O:9])[CH2:4][CH2:3]1.C([O-])(=O)[C@@H](CC([O-])=O)O.O.C([O-])([O-])=O.[K+].[K+]. The catalyst is CCOC(C)=O. The product is [CH3:1][N:2]1[CH2:7][CH2:6][N:5]([C:8]([O:10][C@@H:11]2[N:20]([C:21]3[CH:26]=[CH:25][C:24]([Cl:27])=[CH:23][N:22]=3)[C:18](=[O:19])[C:17]3[C:12]2=[N:13][CH:14]=[CH:15][N:16]=3)=[O:9])[CH2:4][CH2:3]1. The yield is 0.862. (2) The reactants are [C:1]([O:7][CH2:8][C:9]([F:15])([F:14])[S:10]([O-:13])(=[O:12])=[O:11])(=[O:6])[C:2]([CH3:5])([CH3:4])[CH3:3].[Na+].[Br-].[C:18]([C:22]1[CH:27]=[CH:26][C:25]([S+:28]([C:35]2[CH:40]=[CH:39][CH:38]=[CH:37][CH:36]=2)[C:29]2[CH:34]=[CH:33][CH:32]=[CH:31][CH:30]=2)=[CH:24][CH:23]=1)([CH3:21])([CH3:20])[CH3:19]. The catalyst is ClCCl. The yield is 0.790. The product is [C:1]([O:7][CH2:8][C:9]([F:15])([F:14])[S:10]([O-:13])(=[O:11])=[O:12])(=[O:6])[C:2]([CH3:5])([CH3:4])[CH3:3].[C:18]([C:22]1[CH:27]=[CH:26][C:25]([S+:28]([C:35]2[CH:40]=[CH:39][CH:38]=[CH:37][CH:36]=2)[C:29]2[CH:30]=[CH:31][CH:32]=[CH:33][CH:34]=2)=[CH:24][CH:23]=1)([CH3:21])([CH3:19])[CH3:20]. (3) The catalyst is C(OCC)C.O. The product is [CH2:9]([O:8][C:1]([C:24]1[C:23]([OH:30])=[C:22]([CH3:31])[C:21](=[O:20])[N:34]([CH3:33])[CH:25]=1)=[O:5])[CH3:10]. The reactants are [CH:1]([O:8][CH2:9][CH3:10])([O:5]CC)OCC.C(OC(=O)C)(=O)C.C([O:20][C:21](=O)[CH:22]([CH3:31])[C:23](=[O:30])[CH2:24][C:25](OCC)=O)C.[CH3:33][NH2:34]. The yield is 0.550. (4) The reactants are CO[C:3]([C:5]1[CH:14]=[CH:13][C:8]2[NH:9][C:10](=[S:12])[NH:11][C:7]=2[CH:6]=1)=[O:4].Br[CH:16](Br)[CH3:17].Cl.[OH-].[Na+]. The catalyst is C(O)C.CN(C=O)C. The product is [S:12]1[CH2:17][CH2:16][N:9]2[C:8]3[CH:13]=[CH:14][C:5]([CH2:3][OH:4])=[CH:6][C:7]=3[N:11]=[C:10]12. The yield is 0.600. (5) The reactants are [C:1]([O:5][C:6]([N:8]1[CH2:13][CH2:12][CH:11]([CH2:14][O:15][C:16]2[CH:25]=[C:24]3[C:19]([C:20](Cl)=[CH:21][N:22]=[N:23]3)=[CH:18][C:17]=2[O:27][CH3:28])[CH2:10][CH2:9]1)=[O:7])([CH3:4])([CH3:3])[CH3:2].O[C:30]1[CH:31]=[C:32]2[C:36](=[CH:37][CH:38]=1)[NH:35][C:34]([CH3:39])=[CH:33]2.C(=O)([O-])[O-].[Cs+].[Cs+]. The catalyst is CN(C=O)C. The product is [C:1]([O:5][C:6]([N:8]1[CH2:13][CH2:12][CH:11]([CH2:14][O:15][C:16]2[CH:25]=[C:24]3[C:19]([C:20]([C:30]4[CH:31]=[C:32]5[C:36](=[CH:37][CH:38]=4)[NH:35][C:34]([CH3:39])=[CH:33]5)=[CH:21][N:22]=[N:23]3)=[CH:18][C:17]=2[O:27][CH3:28])[CH2:10][CH2:9]1)=[O:7])([CH3:4])([CH3:3])[CH3:2]. The yield is 0.200. (6) The reactants are [CH:1]1([C:6]2[N:7]=[C:8](O)[C:9]3[S:15](=[O:17])(=[O:16])[CH2:14][CH2:13][CH2:12][C:10]=3[N:11]=2)[CH2:5][CH2:4][CH2:3][CH2:2]1.P(Cl)(Cl)[Cl:20]. The catalyst is ClC(Cl)C. The product is [Cl:20][C:8]1[C:9]2[S:15](=[O:17])(=[O:16])[CH2:14][CH2:13][CH2:12][C:10]=2[N:11]=[C:6]([CH:1]2[CH2:5][CH2:4][CH2:3][CH2:2]2)[N:7]=1. The yield is 0.220.